This data is from Reaction yield outcomes from USPTO patents with 853,638 reactions. The task is: Predict the reaction yield, written as a fraction of the theoretical maximum amount of product (1.0 means a 100% yield; for example, 0.34 means a 34% yield). (1) The reactants are [CH2:1]1[CH:9]2[N:4]([CH2:5][CH:6]=[C:7]([C:10]3[C:18]4[C:13](=[CH:14][CH:15]=[N:16][CH:17]=4)[NH:12][CH:11]=3)[CH2:8]2)[CH2:3][CH2:2]1.C[Si]([N-][Si](C)(C)C)(C)C.[Na+].[Cl:29][C:30]1[CH:38]=[CH:37][CH:36]=[CH:35][C:31]=1[C:32](Cl)=[O:33]. The catalyst is C1COCC1. The product is [Cl:29][C:30]1[CH:38]=[CH:37][CH:36]=[CH:35][C:31]=1[C:32]([N:12]1[C:13]2[C:18](=[CH:17][N:16]=[CH:15][CH:14]=2)[C:10]([C:7]2[CH2:8][CH:9]3[N:4]([CH2:3][CH2:2][CH2:1]3)[CH2:5][CH:6]=2)=[CH:11]1)=[O:33]. The yield is 0.564. (2) The reactants are [H-].[Na+].[Cl:3][C:4]1[CH:12]=[CH:11][C:10]([Cl:13])=[C:9]2[C:5]=1[C:6](=[O:15])[C:7](=[O:14])[NH:8]2.Br[CH2:17][CH2:18][CH2:19][CH2:20][CH3:21].C(OCC)C. The catalyst is CN(C)C=O. The product is [Cl:3][C:4]1[CH:12]=[CH:11][C:10]([Cl:13])=[C:9]2[C:5]=1[C:6](=[O:15])[C:7](=[O:14])[N:8]2[CH2:17][CH2:18][CH2:19][CH2:20][CH3:21]. The yield is 0.980. (3) The reactants are Cl[CH2:2][CH2:3][N:4]([CH2:11][CH3:12])[C:5]1[CH:10]=[CH:9][CH:8]=[CH:7][CH:6]=1.C([O-])([O-])=O.[K+].[K+].[C:19]1([C:21](=[CH:23][CH:24]=[CH:25][CH:26]=1)[OH:22])[OH:20]. The catalyst is CN(C=O)C. The product is [CH2:11]([N:4]([C:5]1[CH:10]=[CH:9][CH:8]=[CH:7][CH:6]=1)[CH2:3][CH2:2][O:20][C:19]1[CH:26]=[CH:25][CH:24]=[CH:23][C:21]=1[OH:22])[CH3:12]. The yield is 0.570. (4) The reactants are [Cl:1][C:2]1[CH:7]=[CH:6][CH:5]=[CH:4][C:3]=1[CH2:8][N:9]1[C:14](=[O:15])[CH:13]=[C:12]([OH:16])[N:11]=[C:10]1[C:17]1[C:22]([Br:23])=[CH:21][CH:20]=[CH:19][C:18]=1[Br:24].[Cl-].C[Al+]C.CCCCCC.ClC1C=CC=CC=1[CH2:38][NH2:39].BrC1C=CC=C(Br)C=1C#N.C(OCC)(=O)[CH2:55][C:56]([O:58]CC)=[O:57].C[O-:66].[Na+].CO. The catalyst is COCCO.C1(C)C=CC=CC=1. The product is [Cl:1][C:2]1[CH:7]=[CH:6][CH:5]=[CH:4][C:3]=1[CH2:8][N:9]1[C:14](=[O:15])[C:13]([C:38]([NH:39][CH2:55][C:56]([OH:58])=[O:57])=[O:66])=[C:12]([OH:16])[N:11]=[C:10]1[C:17]1[C:18]([Br:24])=[CH:19][CH:20]=[CH:21][C:22]=1[Br:23]. The yield is 0.550.